The task is: Predict the reactants needed to synthesize the given product.. This data is from Full USPTO retrosynthesis dataset with 1.9M reactions from patents (1976-2016). (1) Given the product [NH2:8][C:7]1[C:6]([N+:9]([O-:11])=[O:10])=[CH:5][C:4]([C:12]2[CH:17]=[CH:16][CH:15]=[CH:14][C:13]=2[C:18]([F:21])([F:20])[F:19])=[CH:3][C:2]=1[C:22]#[C:23][CH2:24][OH:25], predict the reactants needed to synthesize it. The reactants are: I[C:2]1[CH:3]=[C:4]([C:12]2[CH:17]=[CH:16][CH:15]=[CH:14][C:13]=2[C:18]([F:21])([F:20])[F:19])[CH:5]=[C:6]([N+:9]([O-:11])=[O:10])[C:7]=1[NH2:8].[CH2:22]1C[O:25][CH2:24][CH2:23]1.C(O)C#C. (2) Given the product [C:5]12([C:3](=[O:4])[CH2:2][S:21][C:16]3[N:17]=[CH:18][CH:19]=[CH:20][N:15]=3)[CH2:14][CH:9]3[CH2:10][CH:11]([CH2:13][CH:7]([CH2:8]3)[CH2:6]1)[CH2:12]2, predict the reactants needed to synthesize it. The reactants are: Br[CH2:2][C:3]([C:5]12[CH2:14][CH:9]3[CH2:10][CH:11]([CH2:13][CH:7]([CH2:8]3)[CH2:6]1)[CH2:12]2)=[O:4].[N:15]1[CH:20]=[CH:19][CH:18]=[N:17][C:16]=1[SH:21].C(N(CC)CC)C.